This data is from Peptide-MHC class II binding affinity with 134,281 pairs from IEDB. The task is: Regression. Given a peptide amino acid sequence and an MHC pseudo amino acid sequence, predict their binding affinity value. This is MHC class II binding data. The MHC is HLA-DQA10102-DQB10602 with pseudo-sequence HLA-DQA10102-DQB10602. The peptide sequence is INEDTAAAIAYGLDR. The binding affinity (normalized) is 0.888.